Predict the product of the given reaction. From a dataset of Forward reaction prediction with 1.9M reactions from USPTO patents (1976-2016). (1) Given the reactants [Cl:1][C:2]1[N:3]=[C:4](Cl)[C:5]2[CH2:10][CH2:9][C:8]([CH3:12])([CH3:11])[C:6]=2[N:7]=1.C(N(CC)C(C)C)(C)C.[CH:23]([C:26]1[CH:30]=[C:29]([NH2:31])[NH:28][N:27]=1)([CH3:25])[CH3:24], predict the reaction product. The product is: [Cl:1][C:2]1[N:3]=[C:4]([NH:31][C:29]2[NH:28][N:27]=[C:26]([CH:23]([CH3:25])[CH3:24])[CH:30]=2)[C:5]2[CH2:10][CH2:9][C:8]([CH3:12])([CH3:11])[C:6]=2[N:7]=1. (2) Given the reactants [NH2:1][C:2]1[N:3]=[CH:4][N:5]([C:7]2[N:15]=[C:14]3[C:10]([N:11]=[CH:12][N:13]3[C@@H:16]3C[C@H](NC(=O)CO)[C@@H:18]([OH:26])[C@H:17]3[OH:27])=[C:9]([NH:28][CH2:29][CH:30]([C:37]3[CH:42]=[CH:41][CH:40]=[CH:39][CH:38]=3)C3C=CC=CC=3)[N:8]=2)[CH:6]=1.ClC1N=C2C(N=CN2[C@@H]2C[C@H:56]([NH:58][C:59]([CH2:61][O:62]C(=O)C)=[O:60])[C@@H:55](O)[C@H]2O)=C(NCC(C2C=CC=CC=2)C2C=CC=CC=2)N=1, predict the reaction product. The product is: [CH2:56]([NH:58][C:59]([C@@H:61]1[C@@H:18]([OH:26])[C@@H:17]([OH:27])[C@H:16]([N:13]2[CH:12]=[N:11][C:10]3[C:14]2=[N:15][C:7]([N:5]2[CH:6]=[C:2]([NH2:1])[N:3]=[CH:4]2)=[N:8][C:9]=3[NH:28][CH2:29][CH:30]([C:37]2[CH:38]=[CH:39][CH:40]=[CH:41][CH:42]=2)[C:37]2[CH:42]=[CH:41][CH:40]=[CH:39][CH:38]=2)[O:62]1)=[O:60])[CH3:55]. (3) Given the reactants COC(C1C=C(O)C2C(=C(N)C=CC=2)N=1)=O.C[O:18][C:19]([C:21]1[CH:30]=[C:29]([OH:31])[C:28]2[C:23](=[C:24]([OH:40])[CH:25]=[C:26]([C:32]3[CH:37]=[CH:36][C:35]([O:38][CH3:39])=[CH:34][CH:33]=3)[CH:27]=2)[N:22]=1)=[O:20], predict the reaction product. The product is: [OH:31][C:29]1[C:28]2[C:23](=[C:24]([OH:40])[CH:25]=[C:26]([C:32]3[CH:37]=[CH:36][C:35]([O:38][CH3:39])=[CH:34][CH:33]=3)[CH:27]=2)[N:22]=[C:21]([C:19]([OH:20])=[O:18])[CH:30]=1. (4) Given the reactants [CH2:1]([O:3][C:4]1[CH:12]=[CH:11][CH:10]=[CH:9][C:5]=1[C:6]([OH:8])=[O:7])[CH3:2].S(Cl)(Cl)=O.[Cl:17][S:18](O)(=[O:20])=[O:19], predict the reaction product. The product is: [Cl:17][S:18]([C:10]1[CH:11]=[CH:12][C:4]([O:3][CH2:1][CH3:2])=[C:5]([CH:9]=1)[C:6]([OH:8])=[O:7])(=[O:20])=[O:19].